This data is from Peptide-MHC class I binding affinity with 185,985 pairs from IEDB/IMGT. The task is: Regression. Given a peptide amino acid sequence and an MHC pseudo amino acid sequence, predict their binding affinity value. This is MHC class I binding data. (1) The peptide sequence is SIIPSGPL. The MHC is H-2-Kb with pseudo-sequence H-2-Kb. The binding affinity (normalized) is 0.489. (2) The binding affinity (normalized) is 0.0847. The MHC is HLA-A01:01 with pseudo-sequence HLA-A01:01. The peptide sequence is YPASLHKFF. (3) The binding affinity (normalized) is 0.0847. The peptide sequence is MAMLADYFY. The MHC is HLA-B51:01 with pseudo-sequence HLA-B51:01. (4) The peptide sequence is NMERKLNLS. The MHC is HLA-B58:01 with pseudo-sequence HLA-B58:01. The binding affinity (normalized) is 0.0847. (5) The MHC is HLA-B48:01 with pseudo-sequence HLA-B48:01. The binding affinity (normalized) is 0.0847. The peptide sequence is RPRLHSISF. (6) The peptide sequence is VTDTALAYF. The MHC is HLA-A24:03 with pseudo-sequence HLA-A24:03. The binding affinity (normalized) is 0.0847. (7) The peptide sequence is MVFQNYALY. The MHC is HLA-B35:01 with pseudo-sequence HLA-B35:01. The binding affinity (normalized) is 1.00.